Predict the reactants needed to synthesize the given product. From a dataset of Full USPTO retrosynthesis dataset with 1.9M reactions from patents (1976-2016). Given the product [CH2:29]([NH:28][C:23]1[CH:24]=[CH:25][CH:26]=[CH:27][C:22]=1[C:20]1[CH:19]=[CH:18][C:13]([C:14]([O-:16])=[O:15])=[C:12]([NH:11][C:9](=[O:10])[C:8]2[CH:38]=[C:39]([C:42]3[CH:43]=[N:44][CH:45]=[CH:46][CH:47]=3)[CH:40]=[CH:41][C:7]=2[OH:6])[CH:21]=1)[CH3:30].[Na+:2], predict the reactants needed to synthesize it. The reactants are: [OH-].[Na+:2].C([O:6][C:7]1[CH:41]=[CH:40][C:39]([C:42]2[CH:43]=[N:44][CH:45]=[CH:46][CH:47]=2)=[CH:38][C:8]=1[C:9]([NH:11][C:12]1[CH:21]=[C:20]([C:22]2[CH:27]=[CH:26][CH:25]=[CH:24][C:23]=2[N:28](C(OC(C)(C)C)=O)[CH2:29][CH3:30])[CH:19]=[CH:18][C:13]=1[C:14]([O:16]C)=[O:15])=[O:10])(=O)C.